This data is from Full USPTO retrosynthesis dataset with 1.9M reactions from patents (1976-2016). The task is: Predict the reactants needed to synthesize the given product. (1) Given the product [Cl:1][C:2]1[CH:7]=[C:6]2[NH:8][C:9](=[O:30])[C:10]3([CH:15]([C:16]4[CH:17]=[CH:18][CH:19]=[CH:20][CH:21]=4)[CH2:14][CH2:13][NH:12][CH:11]3[C:23]3[CH:28]=[CH:27][CH:26]=[C:25]([Cl:29])[CH:24]=3)[C:5]2=[CH:4][CH:3]=1, predict the reactants needed to synthesize it. The reactants are: [Cl:1][C:2]1[CH:7]=[C:6]2[NH:8][C:9](=[O:30])[C:10]3([CH:15]([C:16]4[CH:21]=[CH:20][CH:19]=[CH:18][CH:17]=4)[CH2:14][C:13](=O)[NH:12][CH:11]3[C:23]3[CH:28]=[CH:27][CH:26]=[C:25]([Cl:29])[CH:24]=3)[C:5]2=[CH:4][CH:3]=1.[BH4-].[Na+]. (2) Given the product [CH2:15]([O:12][C:5]1[CH:4]=[CH:3][C:2]([Cl:1])=[CH:11][C:6]=1[C:7]([OH:9])=[O:8])[CH:14]=[CH2:13], predict the reactants needed to synthesize it. The reactants are: [Cl:1][C:2]1[CH:3]=[CH:4][C:5]([OH:12])=[C:6]([CH:11]=1)[C:7]([O:9]C)=[O:8].[CH2:13](Br)[CH:14]=[CH2:15].C(=O)([O-])[O-].[K+].[K+]. (3) Given the product [Cl:7][C:8]1[CH:16]=[C:12]([C:13]2[O:15][N:36]=[C:24]([C:25]3[CH:34]=[CH:33][C:28]([C:29]([O:31][CH3:32])=[O:30])=[C:27]([F:35])[CH:26]=3)[N:23]=2)[CH:11]=[N:10][C:9]=1[Cl:17], predict the reactants needed to synthesize it. The reactants are: C(Cl)(=O)C(Cl)=O.[Cl:7][C:8]1[C:9]([Cl:17])=[N:10][CH:11]=[C:12]([CH:16]=1)[C:13]([OH:15])=O.CN(C=O)C.[NH2:23][C:24](=[N:36]O)[C:25]1[CH:34]=[CH:33][C:28]([C:29]([O:31][CH3:32])=[O:30])=[C:27]([F:35])[CH:26]=1.CCN(C(C)C)C(C)C. (4) Given the product [CH3:1][C@@H:2]([CH2:22][CH2:23][CH2:24][CH2:25][CH2:26][C:27]1[CH:32]=[CH:31][CH:30]=[CH:29][CH:28]=1)[C:3](=[O:11])[CH2:4][P:5](=[O:10])([O:6][CH3:7])[O:8][CH3:9], predict the reactants needed to synthesize it. The reactants are: [CH3:1][C@@H:2](CCCC1C=CC=CC=1)[C:3](=[O:11])[CH2:4][P:5](=[O:10])([O:8][CH3:9])[O:6][CH3:7].Br[CH2:22][CH2:23][CH2:24][CH2:25][CH2:26][C:27]1[CH:32]=[CH:31][CH:30]=[CH:29][CH:28]=1. (5) The reactants are: [C:1]([N:5]1[CH2:34][CH2:33][CH2:32][CH2:31][C:8]2[C:9]([C:26]3[S:27][CH:28]=[CH:29][CH:30]=3)=[C:10]3[C:19]4[CH:18]=[C:17]([C:20]([O:22]C)=[O:21])[C:16]([O:24][CH3:25])=[CH:15][C:14]=4[CH2:13][CH2:12][N:11]3[C:7]=2[C:6]1=[O:35])([CH3:4])([CH3:3])[CH3:2].[OH-].[K+].C(O)(=O)CC(CC(O)=O)(C(O)=O)O. Given the product [C:1]([N:5]1[CH2:34][CH2:33][CH2:32][CH2:31][C:8]2[C:9]([C:26]3[S:27][CH:28]=[CH:29][CH:30]=3)=[C:10]3[C:19]4[CH:18]=[C:17]([C:20]([OH:22])=[O:21])[C:16]([O:24][CH3:25])=[CH:15][C:14]=4[CH2:13][CH2:12][N:11]3[C:7]=2[C:6]1=[O:35])([CH3:4])([CH3:2])[CH3:3], predict the reactants needed to synthesize it.